From a dataset of Reaction yield outcomes from USPTO patents with 853,638 reactions. Predict the reaction yield, written as a fraction of the theoretical maximum amount of product (1.0 means a 100% yield; for example, 0.34 means a 34% yield). (1) The reactants are [Cl:1][C:2]1[N:3]=[C:4]([N:19]2[CH2:24][CH2:23][O:22][CH2:21][CH2:20]2)[C:5]2[N:11]=[CH:10][C:9]([C:12]3[CH:13]=[C:14]([CH:16]=[CH:17][CH:18]=3)[NH2:15])=[CH:8][C:6]=2[N:7]=1.CN(C)C1C2C(=CC=CC=2N(C)C)C=CC=1.Cl[C:42]([O:44][CH2:45][Cl:46])=[O:43]. The catalyst is C(Cl)(Cl)Cl. The product is [Cl:46][CH2:45][O:44][C:42](=[O:43])[NH:15][C:14]1[CH:16]=[CH:17][CH:18]=[C:12]([C:9]2[CH:10]=[N:11][C:5]3[C:4]([N:19]4[CH2:20][CH2:21][O:22][CH2:23][CH2:24]4)=[N:3][C:2]([Cl:1])=[N:7][C:6]=3[CH:8]=2)[CH:13]=1. The yield is 0.984. (2) The reactants are CC(OC(/N=N/C(OC(C)C)=O)=O)C.[N:15]1([C:22]2[C:31]3[C:26](=[CH:27][C:28]([CH2:33][OH:34])=[C:29]([CH3:32])[CH:30]=3)[N:25]=[C:24]([Cl:35])[CH:23]=2)[CH2:21][CH2:20][CH2:19][CH2:18][CH2:17][CH2:16]1.[F:36][C:37]([F:46])([F:45])[C:38]1[CH:39]=[C:40](O)[CH:41]=[CH:42][CH:43]=1.C1(P(C2C=CC=CC=2)C2C=CC=CC=2)C=CC=CC=1. The catalyst is ClCCl.C(OCC)(=O)C. The product is [N:15]1([C:22]2[C:31]3[C:26](=[CH:27][C:28]([CH2:33][O:34][C:42]4[CH:41]=[CH:40][CH:39]=[C:38]([C:37]([F:46])([F:45])[F:36])[CH:43]=4)=[C:29]([CH3:32])[CH:30]=3)[N:25]=[C:24]([Cl:35])[CH:23]=2)[CH2:21][CH2:20][CH2:19][CH2:18][CH2:17][CH2:16]1. The yield is 0.800. (3) The reactants are [O:1]1[CH:5]=[CH:4][CH:3]=[C:2]1[C:6]1O[C:10](=[O:12])[C:9]2[CH2:13][CH2:14][CH2:15][CH2:16][C:8]=2[N:7]=1.[F:17][C:18]1[CH:19]=[C:20]([CH2:24][CH2:25][NH2:26])[CH:21]=[CH:22][CH:23]=1. The catalyst is CC(O)=O. The product is [F:17][C:18]1[CH:19]=[C:20]([CH2:24][CH2:25][N:26]2[C:10](=[O:12])[C:9]3[CH2:13][CH2:14][CH2:15][CH2:16][C:8]=3[N:7]=[C:6]2[C:2]2[O:1][CH:5]=[CH:4][CH:3]=2)[CH:21]=[CH:22][CH:23]=1. The yield is 0.400. (4) The reactants are [NH2:1][C:2]1[C:11]2[C:6](=[CH:7][C:8]([C:12]#[N:13])=[CH:9][CH:10]=2)[CH:5]=[CH:4][N:3]=1.[C:14](O[C:14]([O:16][C:17]([CH3:20])([CH3:19])[CH3:18])=[O:15])([O:16][C:17]([CH3:20])([CH3:19])[CH3:18])=[O:15].[BH4-].[Na+]. The catalyst is CO.O.O.O.O.O.O.[Ni](Cl)Cl. The product is [C:17]([O:16][C:14](=[O:15])[NH:13][CH2:12][C:8]1[CH:7]=[C:6]2[C:11](=[CH:10][CH:9]=1)[C:2]([NH2:1])=[N:3][CH:4]=[CH:5]2)([CH3:20])([CH3:19])[CH3:18]. The yield is 0.340.